From a dataset of Reaction yield outcomes from USPTO patents with 853,638 reactions. Predict the reaction yield, written as a fraction of the theoretical maximum amount of product (1.0 means a 100% yield; for example, 0.34 means a 34% yield). (1) The reactants are Cl[C:2]1[C:7]2=[N:8][CH:9]=[C:10]([O:12][CH2:13][C:14]#[CH:15])[N:11]=[C:6]2[CH:5]=[CH:4][N:3]=1.[NH2:16][C:17]1[CH:18]=[C:19]([C:52]([O:54][CH3:55])=[O:53])[C:20]([F:51])=[C:21]([C@:23]2([CH3:50])[C@H:29]3[C@:27]([C:30]([O:32][CH3:33])=[O:31])([CH2:28]3)[S:26][C:25]([N:34](C(OC(C)(C)C)=O)COCC[Si](C)(C)C)=[N:24]2)[CH:22]=1.O.C1(C)C=CC(S(O)(=O)=O)=CC=1.C(Cl)Cl.CCOC(C)=O. The catalyst is CC(O)C. The product is [NH2:34][C:25]1[S:26][C@:27]2([C:30]([O:32][CH3:33])=[O:31])[C@H:29]([C@:23]([C:21]3[CH:22]=[C:17]([NH:16][C:2]4[C:7]5=[N:8][CH:9]=[C:10]([O:12][CH2:13][C:14]#[CH:15])[N:11]=[C:6]5[CH:5]=[CH:4][N:3]=4)[CH:18]=[C:19]([C:52]([O:54][CH3:55])=[O:53])[C:20]=3[F:51])([CH3:50])[N:24]=1)[CH2:28]2. The yield is 0.540. (2) The reactants are Br[CH2:2][CH2:3][CH2:4][CH2:5][CH2:6][O:7][C:8]1[N:9]=[CH:10][C:11]2[C:16]([CH:17]=1)=[CH:15][CH:14]=[CH:13][CH:12]=2.Cl.[Cl:19][C:20]1[CH:21]=[C:22]([N:26]2[CH2:31][CH2:30][NH:29][CH2:28][CH2:27]2)[CH:23]=[CH:24][CH:25]=1.C(N(CC)CC)C. The catalyst is C(#N)C. The product is [Cl:19][C:20]1[CH:21]=[C:22]([N:26]2[CH2:31][CH2:30][N:29]([CH2:2][CH2:3][CH2:4][CH2:5][CH2:6][O:7][C:8]3[N:9]=[CH:10][C:11]4[C:16]([CH:17]=3)=[CH:15][CH:14]=[CH:13][CH:12]=4)[CH2:28][CH2:27]2)[CH:23]=[CH:24][CH:25]=1. The yield is 0.782. (3) The reactants are [F:1][C:2]1[CH:7]=[CH:6][C:5]([CH2:8][C:9]2[CH:18]=[C:17]3[C:12]([C:13]([OH:26])=[C:14]([C:21](OCC)=[O:22])[C:15](=[O:20])[N:16]3[CH3:19])=[N:11][CH:10]=2)=[CH:4][CH:3]=1.[NH2:27][CH2:28][CH:29]([OH:32])[CH2:30][OH:31]. No catalyst specified. The product is [OH:32][CH:29]([CH2:30][OH:31])[CH2:28][NH:27][C:21]([C:14]1[C:15](=[O:20])[N:16]([CH3:19])[C:17]2[C:12]([C:13]=1[OH:26])=[N:11][CH:10]=[C:9]([CH2:8][C:5]1[CH:4]=[CH:3][C:2]([F:1])=[CH:7][CH:6]=1)[CH:18]=2)=[O:22]. The yield is 0.910. (4) The reactants are Br[CH:2]1[CH:10]([F:11])[C:9]([C:12]([NH2:14])=[O:13])=[C:8]2[C:4]([C:5]([CH:15]3[CH2:20][CH2:19][S:18](=[O:22])(=[O:21])[CH2:17][CH2:16]3)=[CH:6][NH:7]2)=[CH:3]1.[C:23]1(B(O)O)[CH:28]=[CH:27][CH:26]=[CH:25][CH:24]=1.C([O-])([O-])=O.[K+].[K+]. The catalyst is O1CCOCC1.O.C1C=CC(P(C2C=CC=CC=2)[C-]2C=CC=C2)=CC=1.C1C=CC(P(C2C=CC=CC=2)[C-]2C=CC=C2)=CC=1.Cl[Pd]Cl.[Fe+2]. The product is [O:21]=[S:18]1(=[O:22])[CH2:19][CH2:20][CH:15]([C:5]2[C:4]3[C:8](=[C:9]([C:12]([NH2:14])=[O:13])[C:10]([F:11])=[C:2]([C:23]4[CH:28]=[CH:27][CH:26]=[CH:25][CH:24]=4)[CH:3]=3)[NH:7][CH:6]=2)[CH2:16][CH2:17]1. The yield is 0.430. (5) The catalyst is O1CCOCC1. The yield is 0.480. The product is [CH3:1][O:2][C:3]1[C:31]([O:32][CH3:33])=[CH:30][C:6]2[N:7]([C:10]3[S:14][C:13]([C:15](=[S:43])[NH2:17])=[C:12]([O:18][CH2:19][C:20]4[CH:25]=[CH:24][CH:23]=[CH:22][C:21]=4[C:26]([F:29])([F:27])[F:28])[CH:11]=3)[CH:8]=[N:9][C:5]=2[CH:4]=1. The reactants are [CH3:1][O:2][C:3]1[C:31]([O:32][CH3:33])=[CH:30][C:6]2[N:7]([C:10]3[S:14][C:13]([C:15]([NH2:17])=O)=[C:12]([O:18][CH2:19][C:20]4[CH:25]=[CH:24][CH:23]=[CH:22][C:21]=4[C:26]([F:29])([F:28])[F:27])[CH:11]=3)[CH:8]=[N:9][C:5]=2[CH:4]=1.COC1C=CC(P2(SP(C3C=CC(OC)=CC=3)(=S)S2)=[S:43])=CC=1.Cl. (6) The product is [C:1]([O:5][C:6](=[O:23])[N:7]([CH2:13][C:14]1[CH:22]=[CH:21][C:17]2[O:18][CH2:19][O:20][C:16]=2[CH:15]=1)[CH2:8][CH2:9][CH2:10][N:11]([C:35]1[S:34][N:33]=[C:32]([Cl:31])[N:36]=1)[CH3:12])([CH3:4])([CH3:2])[CH3:3]. The reactants are [C:1]([O:5][C:6](=[O:23])[N:7]([CH2:13][C:14]1[CH:22]=[CH:21][C:17]2[O:18][CH2:19][O:20][C:16]=2[CH:15]=1)[CH2:8][CH2:9][CH2:10][NH:11][CH3:12])([CH3:4])([CH3:3])[CH3:2].C(N(CC)CC)C.[Cl:31][C:32]1[N:36]=[C:35](Cl)[S:34][N:33]=1.O. The catalyst is C(Cl)Cl. The yield is 0.940. (7) The product is [Cl:22][C:10]1[CH:9]=[C:8]2[C:13]([C:5]([CH:3]=[O:4])=[CH:6][NH:7]2)=[CH:12][C:11]=1[C:30]1[CH:41]=[CH:40][C:33]([O:34][CH2:35][C:36]([NH:38][CH3:39])=[O:37])=[CH:32][CH:31]=1. The reactants are CO[C:3]([C:5]1[C:13]2[C:8](=[CH:9][C:10]([Cl:22])=[C:11](B3OCC(C)(C)CO3)[CH:12]=2)[NH:7][CH:6]=1)=[O:4].C(=O)([O-])[O-].[K+].[K+].Br[C:30]1[CH:41]=[CH:40][C:33]([O:34][CH2:35][C:36]([NH:38][CH3:39])=[O:37])=[CH:32][CH:31]=1. No catalyst specified. The yield is 0.550. (8) The reactants are [CH3:1][O:2][C:3]1[CH:8]=[C:7]([C:9]([F:12])([F:11])[F:10])[CH:6]=[CH:5][C:4]=1[N:13]1[C:18](=[O:19])[CH2:17][O:16][C:15]2[CH:20]=[C:21]([S:24](Cl)(=[O:26])=[O:25])[CH:22]=[CH:23][C:14]1=2.COC1C=CC(C[NH:35][C:36]2[S:40][N:39]=[CH:38][N:37]=2)=CC=1.C[Si]([N-][Si](C)(C)C)(C)C.[Li+].C(O)(C(F)(F)F)=O. The catalyst is CCOC(C)=O.[Cl-].[Na+].O.C(Cl)Cl.C1COCC1. The product is [CH3:1][O:2][C:3]1[CH:8]=[C:7]([C:9]([F:12])([F:11])[F:10])[CH:6]=[CH:5][C:4]=1[N:13]1[C:18](=[O:19])[CH2:17][O:16][C:15]2[CH:20]=[C:21]([S:24]([NH:35][C:36]3[S:40][N:39]=[CH:38][N:37]=3)(=[O:26])=[O:25])[CH:22]=[CH:23][C:14]1=2. The yield is 0.570.